This data is from Forward reaction prediction with 1.9M reactions from USPTO patents (1976-2016). The task is: Predict the product of the given reaction. Given the reactants Br[C:2]1[CH:3]=[N:4][CH:5]=[CH:6][C:7]=1[CH3:8].[NH2:9][C:10]1[CH:24]=[CH:23][C:13]([C:14]([C:16]2[CH:21]=[CH:20][CH:19]=[CH:18][C:17]=2[CH3:22])=[O:15])=[C:12]([Cl:25])[CH:11]=1.C(O[Na])(C)(C)C, predict the reaction product. The product is: [Cl:25][C:12]1[CH:11]=[C:10]([NH:9][C:2]2[CH:3]=[N:4][CH:5]=[CH:6][C:7]=2[CH3:8])[CH:24]=[CH:23][C:13]=1[C:14]([C:16]1[CH:21]=[CH:20][CH:19]=[CH:18][C:17]=1[CH3:22])=[O:15].